From a dataset of Forward reaction prediction with 1.9M reactions from USPTO patents (1976-2016). Predict the product of the given reaction. (1) Given the reactants [F:1][C:2]1[CH:3]=[C:4]([C:10]2[C:15]([C:16]3[CH:21]=[CH:20][C:19]([O:22][CH3:23])=[CH:18][CH:17]=3)=[N:14][NH:13][C:12](=[O:24])[CH:11]=2)[CH:5]=[CH:6][C:7]=1[O:8][CH3:9].[CH2:25](Br)[C:26]1[CH:31]=[CH:30][CH:29]=[CH:28][CH:27]=1, predict the reaction product. The product is: [CH2:25]([N:13]1[C:12](=[O:24])[CH:11]=[C:10]([C:4]2[CH:5]=[CH:6][C:7]([O:8][CH3:9])=[C:2]([F:1])[CH:3]=2)[C:15]([C:16]2[CH:17]=[CH:18][C:19]([O:22][CH3:23])=[CH:20][CH:21]=2)=[N:14]1)[C:26]1[CH:31]=[CH:30][CH:29]=[CH:28][CH:27]=1. (2) Given the reactants [CH3:1][C:2]1[CH:7]=[CH:6][CH:5]=[CH:4][C:3]=1[N+:8]([O-:10])=[O:9].[Br:11]N1C(=O)CCC1=O, predict the reaction product. The product is: [Br:11][CH2:1][C:2]1[CH:7]=[CH:6][CH:5]=[CH:4][C:3]=1[N+:8]([O-:10])=[O:9]. (3) Given the reactants P(Cl)(Cl)([Cl:3])=O.[CH2:6]([N:13]1[C:18](=[O:19])[CH2:17][C:16](=O)[NH:15][C:14]1=[O:21])[C:7]1[CH:12]=[CH:11][CH:10]=[CH:9][CH:8]=1, predict the reaction product. The product is: [CH2:6]([N:13]1[C:18](=[O:19])[CH:17]=[C:16]([Cl:3])[NH:15][C:14]1=[O:21])[C:7]1[CH:12]=[CH:11][CH:10]=[CH:9][CH:8]=1. (4) Given the reactants [NH:1]1[CH:5]=[C:4]([CH2:6][C:7]([OH:9])=O)[N:3]=[CH:2]1.[CH2:10]([C@@H:17]1[NH:22][CH2:21][CH2:20][N:19]([C:23]2[CH:28]=[CH:27][C:26]([O:29][CH3:30])=[C:25]([O:31][CH:32]([F:34])[F:33])[CH:24]=2)[CH2:18]1)[C:11]1[CH:16]=[CH:15][CH:14]=[CH:13][CH:12]=1, predict the reaction product. The product is: [CH2:10]([C@H:17]1[CH2:18][N:19]([C:23]2[CH:28]=[CH:27][C:26]([O:29][CH3:30])=[C:25]([O:31][CH:32]([F:34])[F:33])[CH:24]=2)[CH2:20][CH2:21][N:22]1[C:7](=[O:9])[CH2:6][C:4]1[N:3]=[CH:2][NH:1][CH:5]=1)[C:11]1[CH:12]=[CH:13][CH:14]=[CH:15][CH:16]=1.